Dataset: Reaction yield outcomes from USPTO patents with 853,638 reactions. Task: Predict the reaction yield, written as a fraction of the theoretical maximum amount of product (1.0 means a 100% yield; for example, 0.34 means a 34% yield). (1) The reactants are C(OC([N:8]1[CH2:14][CH:13]([CH3:15])[C:12](=[O:16])[NH:11][CH2:10][CH2:9]1)=O)(C)(C)C.[ClH:17]. No catalyst specified. The product is [ClH:17].[CH3:15][CH:13]1[CH2:14][NH:8][CH2:9][CH2:10][NH:11][C:12]1=[O:16]. The yield is 0.960. (2) The reactants are FC(F)(F)C(O)=O.[Cl:8][C:9]1[C:10]([F:37])=[C:11]([CH:15]2[C:19]([C:22]3[CH:27]=[CH:26][C:25]([Cl:28])=[CH:24][CH:23]=3)([C:20]#[N:21])[CH:18]([CH2:29][C:30]([CH3:33])([CH3:32])[CH3:31])[NH:17][CH:16]2[C:34]([OH:36])=O)[CH:12]=[CH:13][CH:14]=1.[NH2:38][CH2:39][CH2:40][C@@H:41]([CH3:44])[CH2:42][OH:43].CN(C(ON1N=NC2C=CC=NC1=2)=[N+](C)C)C.F[P-](F)(F)(F)(F)F.CCN(C(C)C)C(C)C. The catalyst is C(Cl)Cl. The product is [OH:43][CH2:42][C@H:41]([CH3:44])[CH2:40][CH2:39][NH:38][C:34]([CH:16]1[CH:15]([C:11]2[CH:12]=[CH:13][CH:14]=[C:9]([Cl:8])[C:10]=2[F:37])[C:19]([C:22]2[CH:27]=[CH:26][C:25]([Cl:28])=[CH:24][CH:23]=2)([C:20]#[N:21])[CH:18]([CH2:29][C:30]([CH3:31])([CH3:32])[CH3:33])[NH:17]1)=[O:36]. The yield is 0.650. (3) The reactants are Br[C:2]1[CH:24]=[N:23][C:5]2[N:6]([CH3:22])[C:7](=[O:21])[N:8]([CH2:11][CH2:12][CH2:13][O:14][CH:15]3[CH2:20][CH2:19][CH2:18][CH2:17][O:16]3)[C:9](=[O:10])[C:4]=2[C:3]=1C(C1C=CC(Cl)=CC=1)O.CN(C)CC(O)=O.C([O-])([O-])=O.[Cs+].[Cs+].[F:47][C:48]([F:57])([F:56])[C:49]1[CH:50]=[C:51]([OH:55])[CH:52]=[CH:53][CH:54]=1. The catalyst is O1CCOCC1.CC(=O)OCC.O.[Cu]I. The product is [CH3:22][N:6]1[C:5]2[N:23]=[CH:24][C:2]([O:55][C:51]3[CH:52]=[CH:53][CH:54]=[C:49]([C:48]([F:47])([F:56])[F:57])[CH:50]=3)=[CH:3][C:4]=2[C:9](=[O:10])[N:8]([CH2:11][CH2:12][CH2:13][O:14][CH:15]2[CH2:20][CH2:19][CH2:18][CH2:17][O:16]2)[C:7]1=[O:21]. The yield is 0.350. (4) The reactants are [CH2:1]([O:3][P:4]([C:9]([C:12]1[CH:17]=[CH:16][C:15]([CH2:18]Br)=[CH:14][C:13]=1[Cl:20])([F:11])[F:10])(=[O:8])[O:5][CH2:6][CH3:7])[CH3:2].[CH2:21]([NH:28][S:29]([C:32]1[CH:40]=[CH:39][CH:38]=[CH:37][C:33]=1[C:34]([NH2:36])=[O:35])(=[O:31])=[O:30])[C:22]1[CH:27]=[CH:26][CH:25]=[CH:24][CH:23]=1.C(=O)([O-])[O-].[K+].[K+]. The catalyst is CN(C=O)C.C(OCC)(=O)C. The product is [CH2:1]([O:3][P:4]([C:9]([C:12]1[CH:17]=[CH:16][C:15]([CH2:18][N:28]([CH2:21][C:22]2[CH:23]=[CH:24][CH:25]=[CH:26][CH:27]=2)[S:29]([C:32]2[CH:40]=[CH:39][CH:38]=[CH:37][C:33]=2[C:34](=[O:35])[NH2:36])(=[O:31])=[O:30])=[CH:14][C:13]=1[Cl:20])([F:11])[F:10])(=[O:8])[O:5][CH2:6][CH3:7])[CH3:2]. The yield is 0.790. (5) The reactants are [CH:1]([C:4]1[CH:9]=[CH:8][C:7]([C:10]2[C:14]3[C:15]([CH3:21])=[CH:16][C:17]([CH3:20])=[C:18]([CH3:19])[C:13]=3[O:12][C:11]=2[CH3:22])=[CH:6][CH:5]=1)([CH3:3])[CH3:2]. The catalyst is CO. The product is [CH:1]([C:4]1[CH:5]=[CH:6][C:7]([C@H:10]2[C:14]3[C:15]([CH3:21])=[CH:16][C:17]([CH3:20])=[C:18]([CH3:19])[C:13]=3[O:12][C@H:11]2[CH3:22])=[CH:8][CH:9]=1)([CH3:3])[CH3:2]. The yield is 0.630. (6) The reactants are [C:1]([N:4]1[CH2:9][CH2:8][N:7]([C:10]2[CH:11]=[CH:12][C:13]([CH2:16][CH2:17][C:18]3[CH:19]=[C:20]([CH2:23][CH2:24][CH2:25][OH:26])[S:21][CH:22]=3)=[N:14][CH:15]=2)[CH2:6][CH2:5]1)(=[O:3])[CH3:2].[C:27]([N:34]1C=CN=C1)(N1C=CN=C1)=[O:28].O1CCCC1.[NH2:44]N.O.NN. The catalyst is O1CCCC1. The product is [C:1]([N:4]1[CH2:9][CH2:8][N:7]([C:10]2[CH:11]=[CH:12][C:13]([CH2:16][CH2:17][C:18]3[CH:19]=[C:20]([CH2:23][CH2:24][CH2:25][O:26][C:27]([NH:34][NH2:44])=[O:28])[S:21][CH:22]=3)=[N:14][CH:15]=2)[CH2:6][CH2:5]1)(=[O:3])[CH3:2]. The yield is 0.859. (7) The reactants are [Cl:1][C:2]1[C:3]([C:8]2[CH:9]=[C:10]3[C:14](=[CH:15][CH:16]=2)[NH:13][N:12]=[C:11]3[NH:17][C:18]2[S:19][C:20]([CH:23]=O)=[CH:21][N:22]=2)=[N:4][CH:5]=[CH:6][CH:7]=1.[C:25]([N:28]1[CH2:33][CH2:32][NH:31][CH2:30][CH2:29]1)(=[O:27])[CH3:26].[Na].C(=O)([O-])O.[Na+]. The catalyst is C(OCC)(=O)C.O1CCCC1. The product is [C:25]([N:28]1[CH2:33][CH2:32][N:31]([CH2:23][C:20]2[S:19][C:18]([NH:17][C:11]3[C:10]4[C:14](=[CH:15][CH:16]=[C:8]([C:3]5[C:2]([Cl:1])=[CH:7][CH:6]=[CH:5][N:4]=5)[CH:9]=4)[NH:13][N:12]=3)=[N:22][CH:21]=2)[CH2:30][CH2:29]1)(=[O:27])[CH3:26]. The yield is 0.660. (8) The catalyst is CO.[Pd]. The yield is 0.900. The product is [CH3:1][O:2][C:3](=[O:29])[CH:4]([NH2:18])[CH2:5][C:6]1[CH:7]=[C:8]2[C:12](=[C:13]([CH3:15])[CH:14]=1)[NH:11][CH:10]=[C:9]2[C:16]#[N:17]. The reactants are [CH3:1][O:2][C:3](=[O:29])[C:4]([NH:18]C(OCC1C=CC=CC=1)=O)=[CH:5][C:6]1[CH:7]=[C:8]2[C:12](=[C:13]([CH3:15])[CH:14]=1)[NH:11][CH:10]=[C:9]2[C:16]#[N:17]. (9) The reactants are Cl.[CH:2]([N:5]1[C:9]([C:10]2[N:19]=[C:18]3[N:12]([CH2:13][CH2:14][O:15][C:16]4[CH:23]=[C:22]([CH:24]5[CH2:29][CH2:28][NH:27][CH2:26][CH2:25]5)N=[CH:20][C:17]=43)[CH:11]=2)=[N:8][CH:7]=[N:6]1)([CH3:4])[CH3:3].[CH3:30]O.[CH3:32][N:33]([CH3:38])[C:34](=[O:37])[CH2:35]Cl. The catalyst is C(Cl)Cl.CCCC[N+](CCCC)(CCCC)CCCC.[I-]. The product is [CH:2]([N:5]1[C:9]([C:10]2[N:19]=[C:18]3[C:17]4[CH:20]=[CH:30][C:22]([CH:24]5[CH2:25][CH2:26][N:27]([CH2:35][C:34]([N:33]([CH3:38])[CH3:32])=[O:37])[CH2:28][CH2:29]5)=[CH:23][C:16]=4[O:15][CH2:14][CH2:13][N:12]3[CH:11]=2)=[N:8][CH:7]=[N:6]1)([CH3:3])[CH3:4]. The yield is 0.610. (10) The reactants are Br[C:2]1[CH:8]=[CH:7][CH:6]=[C:5](Br)[C:3]=1[NH2:4].C([O-])([O-])=O.[Na+].[Na+].[F:16][C:17]([F:28])([F:27])[C:18]1[CH:23]=[CH:22][C:21](B(O)O)=[CH:20][CH:19]=1. The catalyst is C1(C)C=CC=CC=1.[Pd].C1(P(C2C=CC=CC=2)C2C=CC=CC=2)C=CC=CC=1.C1(P(C2C=CC=CC=2)C2C=CC=CC=2)C=CC=CC=1.C1(P(C2C=CC=CC=2)C2C=CC=CC=2)C=CC=CC=1.C1(P(C2C=CC=CC=2)C2C=CC=CC=2)C=CC=CC=1. The product is [F:16][C:17]([F:28])([F:27])[C:18]1[CH:23]=[CH:22][C:21]([C:2]2[CH:8]=[CH:7][CH:6]=[C:5]([C:21]3[CH:22]=[CH:23][C:18]([C:17]([F:28])([F:27])[F:16])=[CH:19][CH:20]=3)[C:3]=2[NH2:4])=[CH:20][CH:19]=1. The yield is 0.930.